From a dataset of Full USPTO retrosynthesis dataset with 1.9M reactions from patents (1976-2016). Predict the reactants needed to synthesize the given product. (1) The reactants are: Cl[C:2]1[C:7]2[N:8]=[C:9]([N:19]3[CH2:24][CH2:23][O:22][CH2:21][CH2:20]3)[N:10]=[C:11]([C:12]3[CH:17]=[CH:16][CH:15]=[C:14]([OH:18])[CH:13]=3)[C:6]=2[N:5]=[C:4]([C:25]([OH:27])=[O:26])[CH:3]=1.[NH2:28][CH2:29][CH2:30][OH:31]. Given the product [OH:31][CH2:30][CH2:29][NH:28][C:2]1[C:7]2[N:8]=[C:9]([N:19]3[CH2:24][CH2:23][O:22][CH2:21][CH2:20]3)[N:10]=[C:11]([C:12]3[CH:17]=[CH:16][CH:15]=[C:14]([OH:18])[CH:13]=3)[C:6]=2[N:5]=[C:4]([C:25]([OH:27])=[O:26])[CH:3]=1, predict the reactants needed to synthesize it. (2) Given the product [NH:22]1[C:17]2[CH:18]=[CH:19][CH:20]=[CH:21][C:16]=2[N:23]=[C:2]1[CH2:3][N:4]1[CH:9]=[CH:8][C:7]2[O:10][C:11]([CH3:13])=[CH:12][C:6]=2[C:5]1=[O:14], predict the reactants needed to synthesize it. The reactants are: O[CH:2](O)[CH2:3][N:4]1[CH:9]=[CH:8][C:7]2[O:10][C:11]([CH3:13])=[CH:12][C:6]=2[C:5]1=[O:14].[C:16]1([NH2:23])[CH:21]=[CH:20][CH:19]=[CH:18][C:17]=1[NH2:22].O. (3) Given the product [C:29]([O:28][C:26]([N:11]1[CH2:10][CH2:9][N:8]([C:5]2[CH:4]=[C:3]3[C:2]([C:17](=[O:18])[C:16]([C:19]([OH:21])=[O:20])=[CH:15][N:14]3[CH:22]3[CH2:23][CH2:24]3)=[CH:1][C:6]=2[F:7])[CH2:13][CH2:12]1)=[O:27])([CH3:32])([CH3:31])[CH3:30], predict the reactants needed to synthesize it. The reactants are: [CH:1]1[C:2]2[C:17](=[O:18])[C:16]([C:19]([OH:21])=[O:20])=[CH:15][N:14]([CH:22]3[CH2:24][CH2:23]3)[C:3]=2[CH:4]=[C:5]([N:8]2[CH2:13][CH2:12][NH:11][CH2:10][CH2:9]2)[C:6]=1[F:7].Cl.[C:26](O[C:26]([O:28][C:29]([CH3:32])([CH3:31])[CH3:30])=[O:27])([O:28][C:29]([CH3:32])([CH3:31])[CH3:30])=[O:27].[OH-].[Na+]. (4) The reactants are: C([O:8][C:9]1[C:14]([Cl:15])=[CH:13][C:12]([C:16]2[C:24]3[C:19](=[N:20][C:21]([NH2:25])=[N:22][CH:23]=3)[N:18]([CH3:26])[N:17]=2)=[CH:11][C:10]=1[Cl:27])C1C=CC=CC=1. Given the product [NH2:25][C:21]1[N:20]=[C:19]2[N:18]([CH3:26])[N:17]=[C:16]([C:12]3[CH:13]=[C:14]([Cl:15])[C:9]([OH:8])=[C:10]([Cl:27])[CH:11]=3)[C:24]2=[CH:23][N:22]=1, predict the reactants needed to synthesize it. (5) Given the product [ClH:1].[I:2][C:3]1[C:4]2[NH:9][C:16]3[CH2:17][CH2:18][NH:13][CH2:14][C:15]=3[C:5]=2[CH:6]=[CH:7][CH:8]=1, predict the reactants needed to synthesize it. The reactants are: [ClH:1].[I:2][C:3]1[CH:8]=[CH:7][CH:6]=[CH:5][C:4]=1[NH:9]N.Cl.O.[NH:13]1[CH2:18][CH2:17][C:16](=O)[CH2:15][CH2:14]1.Cl.